This data is from Catalyst prediction with 721,799 reactions and 888 catalyst types from USPTO. The task is: Predict which catalyst facilitates the given reaction. Reactant: C(N(CC)CC)C.[F:8][C:9]1[CH:14]=[CH:13][CH:12]=[C:11]([N:15]=[C:16]=[O:17])[CH:10]=1.S(C1C=CC(C)=CC=1)(O)(=O)=O.[CH3:29][O:30][C:31]1[CH:32]=[C:33]2[C:38](=[CH:39][CH:40]=1)[CH:37]=[C:36]([O:41][CH2:42][C:43]1([C:47]([O:49]CC)=[O:48])[CH2:46][NH:45][CH2:44]1)[CH:35]=[CH:34]2. Product: [F:8][C:9]1[CH:10]=[C:11]([NH:15][C:16]([N:45]2[CH2:46][C:43]([CH2:42][O:41][C:36]3[CH:35]=[CH:34][C:33]4[C:38](=[CH:39][CH:40]=[C:31]([O:30][CH3:29])[CH:32]=4)[CH:37]=3)([C:47]([OH:49])=[O:48])[CH2:44]2)=[O:17])[CH:12]=[CH:13][CH:14]=1. The catalyst class is: 4.